Dataset: Catalyst prediction with 721,799 reactions and 888 catalyst types from USPTO. Task: Predict which catalyst facilitates the given reaction. (1) Reactant: [Cl:1][C:2]1[CH:3]=[C:4]([C@@H:12]([CH2:16][CH:17]2[CH2:21][CH2:20][CH2:19][CH2:18]2)[C:13]([OH:15])=O)[CH:5]=[CH:6][C:7]=1[S:8]([CH3:11])(=[O:10])=[O:9].C(Cl)(=O)C(Cl)=O.[CH3:28][S:29][CH2:30][C:31]1[N:32]=[CH:33][C:34]([NH2:37])=[N:35][CH:36]=1.N1C=CC=CC=1. Product: [Cl:1][C:2]1[CH:3]=[C:4]([C@@H:12]([CH2:16][CH:17]2[CH2:21][CH2:20][CH2:19][CH2:18]2)[C:13]([NH:37][C:34]2[CH:33]=[N:32][C:31]([CH2:30][S:29][CH3:28])=[CH:36][N:35]=2)=[O:15])[CH:5]=[CH:6][C:7]=1[S:8]([CH3:11])(=[O:9])=[O:10]. The catalyst class is: 306. (2) Reactant: [OH-].[K+].[CH3:3][N:4]([CH3:19])[CH2:5][CH2:6][O:7][C:8]1[CH:12]=[C:11]([C:13]([O:15]CC)=[O:14])[N:10]([CH3:18])[N:9]=1.Cl. Product: [CH3:3][N:4]([CH3:19])[CH2:5][CH2:6][O:7][C:8]1[CH:12]=[C:11]([C:13]([OH:15])=[O:14])[N:10]([CH3:18])[N:9]=1. The catalyst class is: 14. (3) Reactant: [NH:1]1[C:9]2[C:4](=[CH:5][CH:6]=[CH:7][C:8]=2[C:10]([OH:12])=O)[CH:3]=[CH:2]1.CN(C(ON1N=NC2C=CC=CC1=2)=[N+](C)C)C.[B-](F)(F)(F)F.C(N(CC)C(C)C)(C)C.[C:44]([C:48]1[CH:65]=[CH:64][C:51]([CH2:52][NH:53][CH2:54][CH2:55][C:56]2[CH:61]=[CH:60][C:59]([Cl:62])=[C:58]([Cl:63])[CH:57]=2)=[CH:50][CH:49]=1)([CH3:47])([CH3:46])[CH3:45]. Product: [C:44]([C:48]1[CH:65]=[CH:64][C:51]([CH2:52][N:53]([CH2:54][CH2:55][C:56]2[CH:61]=[CH:60][C:59]([Cl:62])=[C:58]([Cl:63])[CH:57]=2)[C:10]([C:8]2[CH:7]=[CH:6][CH:5]=[C:4]3[C:9]=2[NH:1][CH:2]=[CH:3]3)=[O:12])=[CH:50][CH:49]=1)([CH3:47])([CH3:45])[CH3:46]. The catalyst class is: 18. (4) Reactant: [C:1]([N:4]1[CH2:9][CH2:8][N:7]([C:10]([O:12][C:13]([CH3:16])([CH3:15])[CH3:14])=[O:11])[CH2:6][CH2:5]1)(=[S:3])[NH2:2].Br[CH2:18][C:19]([C:21]1[CH:30]=[CH:29][C:28]2[C:23](=[CH:24][CH:25]=[CH:26][CH:27]=2)[N:22]=1)=O. Product: [N:22]1[C:23]2[C:28](=[CH:27][CH:26]=[CH:25][CH:24]=2)[CH:29]=[CH:30][C:21]=1[C:19]1[N:2]=[C:1]([N:4]2[CH2:5][CH2:6][N:7]([C:10]([O:12][C:13]([CH3:16])([CH3:15])[CH3:14])=[O:11])[CH2:8][CH2:9]2)[S:3][CH:18]=1. The catalyst class is: 1. (5) Reactant: [CH3:1][C:2]1([CH3:10])[CH2:7][CH2:6][C:5](=[N:8]O)[CH2:4][CH2:3]1.Cl. Product: [CH3:1][C:2]1([CH3:10])[CH2:7][CH2:6][CH:5]([NH2:8])[CH2:4][CH2:3]1. The catalyst class is: 319. (6) Reactant: [CH3:1][O:2][C:3]1[CH:4]=[C:5]([O:15][C:16]2[CH:17]=[N:18][C:19]([S:22]([CH3:25])(=[O:24])=[O:23])=[CH:20][CH:21]=2)[CH:6]=[C:7]2[C:11]=1[NH:10][C:9]([C:12]([NH2:14])=O)=[CH:8]2.COC1C=CC(P2(SP(C3C=CC(OC)=CC=3)(=S)S2)=[S:35])=CC=1. Product: [CH3:1][O:2][C:3]1[CH:4]=[C:5]([O:15][C:16]2[CH:17]=[N:18][C:19]([S:22]([CH3:25])(=[O:24])=[O:23])=[CH:20][CH:21]=2)[CH:6]=[C:7]2[C:11]=1[NH:10][C:9]([C:12](=[S:35])[NH2:14])=[CH:8]2. The catalyst class is: 7. (7) Reactant: [C:1]([O:5][C:6]([NH:8][CH2:9][C:10]1[CH:11]=[C:12]([C:16]2[CH:21]=[C:20]([CH2:22][C:23](OC)=[O:24])[CH:19]=[C:18]([O:27][C:28]3[N:33]=[C:32]([O:34][C@H:35]([CH2:43][CH3:44])[C:36]([O:38][C:39]([CH3:42])([CH3:41])[CH3:40])=[O:37])[C:31]([F:45])=[CH:30][C:29]=3[F:46])[CH:17]=2)[CH:13]=[CH:14][CH:15]=1)=[O:7])([CH3:4])([CH3:3])[CH3:2].CC(C[AlH]CC(C)C)C.CO.C(C(C(C([O-])=O)O)O)([O-])=O.[Na+].[K+]. Product: [C:1]([O:5][C:6]([NH:8][CH2:9][C:10]1[CH:11]=[C:12]([C:16]2[CH:21]=[C:20]([CH2:22][CH:23]=[O:24])[CH:19]=[C:18]([O:27][C:28]3[N:33]=[C:32]([O:34][C@H:35]([CH2:43][CH3:44])[C:36]([O:38][C:39]([CH3:42])([CH3:41])[CH3:40])=[O:37])[C:31]([F:45])=[CH:30][C:29]=3[F:46])[CH:17]=2)[CH:13]=[CH:14][CH:15]=1)=[O:7])([CH3:3])([CH3:2])[CH3:4]. The catalyst class is: 91. (8) Reactant: [Cl:1][C:2]1[CH:3]=[C:4]([CH:7]=[CH:8][CH:9]=1)[NH:5][CH3:6].C(N(CC)CC)C.Cl[C:18](=[O:25])[CH2:19][C:20]([O:22][CH2:23][CH3:24])=[O:21]. Product: [Cl:1][C:2]1[CH:3]=[C:4]([N:5]([CH3:6])[C:18](=[O:25])[CH2:19][C:20]([O:22][CH2:23][CH3:24])=[O:21])[CH:7]=[CH:8][CH:9]=1. The catalyst class is: 4.